Predict the reaction yield, written as a fraction of the theoretical maximum amount of product (1.0 means a 100% yield; for example, 0.34 means a 34% yield). From a dataset of Reaction yield outcomes from USPTO patents with 853,638 reactions. (1) The reactants are [Br:1]N1C(=O)CCC1=O.C1(P(C2C=CC=CC=2)C2C=CC=CC=2)C=CC=CC=1.[CH3:28][C:29]([O:37][CH2:38][CH2:39]O)([C:31]1[CH:36]=[CH:35][CH:34]=[CH:33][CH:32]=1)[CH3:30]. The catalyst is C(Cl)Cl.[Al]. The product is [Br:1][CH2:39][CH2:38][O:37][C:29]([C:31]1[CH:36]=[CH:35][CH:34]=[CH:33][CH:32]=1)([CH3:30])[CH3:28]. The yield is 0.420. (2) The yield is 0.830. The reactants are [F:1][C:2]1[CH:7]=[CH:6][C:5]([C:8]2[N:9]=[C:10]3[C:15]([CH3:16])=[N:14][CH:13]=[CH:12][N:11]3[C:17]=2[C:18]2[CH:23]=[CH:22][N:21]=[C:20](S(C)(=O)=O)[N:19]=2)=[CH:4][CH:3]=1.[CH:28]1([NH2:31])[CH2:30][CH2:29]1. The catalyst is C(#N)C. The product is [CH:28]1([NH:31][C:20]2[N:19]=[C:18]([C:17]3[N:11]4[CH:12]=[CH:13][N:14]=[C:15]([CH3:16])[C:10]4=[N:9][C:8]=3[C:5]3[CH:6]=[CH:7][C:2]([F:1])=[CH:3][CH:4]=3)[CH:23]=[CH:22][N:21]=2)[CH2:30][CH2:29]1. (3) The reactants are Cl.[CH3:2][O:3][C:4](=[O:8])[C@H:5]([CH3:7])[NH2:6].[C:9](O)(=[O:31])[CH2:10][CH2:11]/[CH:12]=[CH:13]\[CH2:14]/[CH:15]=[CH:16]\[CH2:17]/[CH:18]=[CH:19]\[CH2:20]/[CH:21]=[CH:22]\[CH2:23]/[CH:24]=[CH:25]\[CH2:26]/[CH:27]=[CH:28]\[CH2:29][CH3:30].CCN=C=NCCCN(C)C.CCN(C(C)C)C(C)C. The catalyst is CC#N.CCOC(C)=O. The product is [C:9]([NH:6][C@@H:5]([CH3:7])[C:4]([O:3][CH3:2])=[O:8])(=[O:31])[CH2:10][CH2:11]/[CH:12]=[CH:13]\[CH2:14]/[CH:15]=[CH:16]\[CH2:17]/[CH:18]=[CH:19]\[CH2:20]/[CH:21]=[CH:22]\[CH2:23]/[CH:24]=[CH:25]\[CH2:26]/[CH:27]=[CH:28]\[CH2:29][CH3:30]. The yield is 0.790. (4) The reactants are [F:1][C:2]1[CH:7]=[C:6]([CH:8]=[O:9])[CH:5]=[CH:4][C:3]=1B(O)O.[C:13]([C:15]1[CH:20]=[CH:19][CH:18]=[CH:17][C:16]=1B(O)O)#[N:14].C(=O)([O-])[O-].[Na+].[Na+].C1(C)C=CC=CC=1. The catalyst is [Br-].C([N+](CCCC)(CCCC)CCCC)CCC.C(OCC)(=O)C.C1C=CC(P(C2C=CC=CC=2)[C-]2C=CC=C2)=CC=1.C1C=CC(P(C2C=CC=CC=2)[C-]2C=CC=C2)=CC=1.Cl[Pd]Cl.[Fe+2]. The product is [F:1][C:2]1[CH:7]=[C:6]([CH2:8][OH:9])[CH:5]=[CH:4][C:3]=1[C:16]1[C:15]([C:13]#[N:14])=[CH:20][CH:19]=[CH:18][CH:17]=1. The yield is 0.300. (5) The reactants are [Cl:1][CH2:2][C:3](Cl)=[O:4].[N:6]1([C:12]2[N:17]=[CH:16][CH:15]=[CH:14][N:13]=2)[CH2:11][CH2:10][NH:9][CH2:8][CH2:7]1.C(N(CC)CC)C.O. The catalyst is ClCCl. The product is [Cl:1][CH2:2][C:3]([N:9]1[CH2:10][CH2:11][N:6]([C:12]2[N:13]=[CH:14][CH:15]=[CH:16][N:17]=2)[CH2:7][CH2:8]1)=[O:4]. The yield is 0.700. (6) The reactants are [CH2:1]([O:8][C:9]1[CH:10]=[C:11]2[C:16](=[CH:17][C:18]=1[O:19][CH3:20])[N:15]=[CH:14][N:13]=[C:12]2Cl)[C:2]1[CH:7]=[CH:6][CH:5]=[CH:4][CH:3]=1.[F:22][C:23]1[C:31]([OH:32])=[CH:30][CH:29]=[C:28]2[C:24]=1[CH:25]=[CH:26][NH:27]2.C(=O)([O-])[O-].[K+].[K+]. The catalyst is CN(C=O)C. The product is [CH2:1]([O:8][C:9]1[CH:10]=[C:11]2[C:16](=[CH:17][C:18]=1[O:19][CH3:20])[N:15]=[CH:14][N:13]=[C:12]2[O:32][C:31]1[C:23]([F:22])=[C:24]2[C:28](=[CH:29][CH:30]=1)[NH:27][CH:26]=[CH:25]2)[C:2]1[CH:7]=[CH:6][CH:5]=[CH:4][CH:3]=1. The yield is 0.670. (7) The reactants are Cl[C:2]1[N:6]([CH2:7][CH:8]2[CH2:10][CH2:9]2)[N:5]=[CH:4][C:3]=1[N+:11]([O-:13])=[O:12].[F:14][C:15]([F:27])([F:26])[C:16]([NH:18][C@@H:19]1[CH2:25][CH2:24][CH2:23][NH:22][CH2:21][CH2:20]1)=[O:17]. No catalyst specified. The product is [CH:8]1([CH2:7][N:6]2[C:2]([N:22]3[CH2:23][CH2:24][CH2:25][C@@H:19]([NH:18][C:16](=[O:17])[C:15]([F:26])([F:14])[F:27])[CH2:20][CH2:21]3)=[C:3]([N+:11]([O-:13])=[O:12])[CH:4]=[N:5]2)[CH2:10][CH2:9]1. The yield is 0.550.